Dataset: Full USPTO retrosynthesis dataset with 1.9M reactions from patents (1976-2016). Task: Predict the reactants needed to synthesize the given product. The reactants are: [Cl:1][C:2]1[CH:7]=[CH:6][C:5]([C:8]2[S:29][C:11]3[C:12](=[O:28])[N:13]([C:16]4[CH:17]=[N:18][C:19]([N:22]5[CH2:26][CH2:25][C@H:24]([OH:27])[CH2:23]5)=[CH:20][CH:21]=4)[CH2:14][CH2:15][C:10]=3[CH:9]=2)=[CH:4][CH:3]=1.CCN(CC)CC.[CH3:37][S:38](Cl)(=[O:40])=[O:39]. Given the product [Cl:1][C:2]1[CH:7]=[CH:6][C:5]([C:8]2[S:29][C:11]3[C:12](=[O:28])[N:13]([C:16]4[CH:21]=[CH:20][C:19]([N:22]5[CH2:26][CH2:25][C@H:24]([O:27][S:38]([CH3:37])(=[O:40])=[O:39])[CH2:23]5)=[N:18][CH:17]=4)[CH2:14][CH2:15][C:10]=3[CH:9]=2)=[CH:4][CH:3]=1, predict the reactants needed to synthesize it.